This data is from Full USPTO retrosynthesis dataset with 1.9M reactions from patents (1976-2016). The task is: Predict the reactants needed to synthesize the given product. (1) Given the product [CH3:27][N:24]1[CH2:23][CH2:22][N:21]([C:18]2[CH:19]=[CH:20][C:15]([NH:14][C:12]3[O:13][C:9]([C:5]4[CH:4]=[C:3]([OH:2])[CH:8]=[CH:7][CH:6]=4)=[CH:10][N:11]=3)=[CH:16][CH:17]=2)[CH2:26][CH2:25]1, predict the reactants needed to synthesize it. The reactants are: C[O:2][C:3]1[CH:4]=[C:5]([C:9]2[O:13][C:12]([NH:14][C:15]3[CH:20]=[CH:19][C:18]([N:21]4[CH2:26][CH2:25][N:24]([CH3:27])[CH2:23][CH2:22]4)=[CH:17][CH:16]=3)=[N:11][CH:10]=2)[CH:6]=[CH:7][CH:8]=1.C(OCC)C. (2) Given the product [Cl:1][C:2]1[CH:7]=[CH:6][C:5]([S:8]([N:11]([CH2:21][C:22]2[CH:31]=[CH:30][C:25]([C:26]([NH:32][C:33]([CH3:37])([CH3:36])[CH2:34][OH:35])=[O:27])=[CH:24][CH:23]=2)[C@H:12]([C:15]2[CH:16]=[CH:17][CH:18]=[CH:19][CH:20]=2)[CH2:13][CH3:14])(=[O:10])=[O:9])=[CH:4][CH:3]=1, predict the reactants needed to synthesize it. The reactants are: [Cl:1][C:2]1[CH:7]=[CH:6][C:5]([S:8]([N:11]([CH2:21][C:22]2[CH:31]=[CH:30][C:25]([C:26](OC)=[O:27])=[CH:24][CH:23]=2)[C@H:12]([C:15]2[CH:20]=[CH:19][CH:18]=[CH:17][CH:16]=2)[CH2:13][CH3:14])(=[O:10])=[O:9])=[CH:4][CH:3]=1.[NH2:32][C:33]([CH3:37])([CH3:36])[CH2:34][OH:35]. (3) Given the product [NH2:1][C:2]1[N:3]=[C:4]([NH:17][CH:18]2[CH2:23][CH2:22][N:21]([S:24]([CH2:27][CH2:28][CH2:29][N:38]3[CH2:39][CH2:40][CH:36]([N:32]([CH3:31])[C:33](=[O:35])[CH3:34])[CH2:37]3)(=[O:26])=[O:25])[CH2:20][CH2:19]2)[S:5][C:6]=1[C:7]([C:9]1[C:14]([F:15])=[CH:13][CH:12]=[CH:11][C:10]=1[F:16])=[O:8], predict the reactants needed to synthesize it. The reactants are: [NH2:1][C:2]1[N:3]=[C:4]([NH:17][CH:18]2[CH2:23][CH2:22][N:21]([S:24]([CH2:27][CH2:28][CH2:29]I)(=[O:26])=[O:25])[CH2:20][CH2:19]2)[S:5][C:6]=1[C:7]([C:9]1[C:14]([F:15])=[CH:13][CH:12]=[CH:11][C:10]=1[F:16])=[O:8].[CH3:31][N:32]([CH:36]1[CH2:40][CH2:39][NH:38][CH2:37]1)[C:33](=[O:35])[CH3:34]. (4) Given the product [Br:7][C:8]1[S:16][C:15]2[CH:14]=[CH:13][N:12]=[C:11]([S:16][C:15]3[CH:14]=[CH:3][C:2]([CH3:5])=[CH:1][CH:10]=3)[C:10]=2[CH:9]=1, predict the reactants needed to synthesize it. The reactants are: [CH3:1][C:2]([CH3:5])([O-])[CH3:3].[K+].[Br:7][C:8]1[S:16][C:15]2[CH:14]=[CH:13][N:12]=[C:11](Cl)[C:10]=2[CH:9]=1.O. (5) Given the product [CH3:22][C:17]1([CH3:23])[C:18]([CH3:21])([CH3:20])[O:19][B:15]([C:2]2[CH:3]=[CH:4][C:5]3[N:6]([CH:8]=[C:9]([C:11]([F:14])([F:13])[F:12])[N:10]=3)[CH:7]=2)[O:16]1, predict the reactants needed to synthesize it. The reactants are: Br[C:2]1[CH:3]=[CH:4][C:5]2[N:6]([CH:8]=[C:9]([C:11]([F:14])([F:13])[F:12])[N:10]=2)[CH:7]=1.[B:15]1([B:15]2[O:19][C:18]([CH3:21])([CH3:20])[C:17]([CH3:23])([CH3:22])[O:16]2)[O:19][C:18]([CH3:21])([CH3:20])[C:17]([CH3:23])([CH3:22])[O:16]1.C([O-])(=O)C.[K+].O. (6) Given the product [F:15][C:13]1[C:12]([O:16][CH3:17])=[CH:11][CH:10]=[C:9]2[C:14]=1[C:5]([CH2:3][OH:2])=[C:6]([OH:18])[CH:7]=[N:8]2, predict the reactants needed to synthesize it. The reactants are: C[O:2][C:3]([C:5]1[C:14]2[C:9](=[CH:10][CH:11]=[C:12]([O:16][CH3:17])[C:13]=2[F:15])[N:8]=[CH:7][C:6]=1[O:18]C(=O)C)=O.[H-].[Al+3].[Li+].[H-].[H-].[H-]. (7) Given the product [CH3:18][N:19]([CH3:20])[C:2]1[CH:3]=[C:4]([NH:9][C:10]2[CH:15]=[CH:14][C:13]([CH3:16])=[CH:12][CH:11]=2)[N:5]=[C:6]([NH2:8])[N:7]=1, predict the reactants needed to synthesize it. The reactants are: Cl[C:2]1[N:7]=[C:6]([NH2:8])[N:5]=[C:4]([NH:9][C:10]2[CH:15]=[CH:14][C:13]([CH3:16])=[CH:12][CH:11]=2)[CH:3]=1.Cl.[CH3:18][NH:19][CH3:20].C(N(CC)CC)C. (8) The reactants are: [C:1]([O:5][C:6](=[O:27])[NH:7][C:8]1[CH:13]=[CH:12][CH:11]=[CH:10][C:9]=1[NH:14][C:15]([C:17]1[S:21][C:20]2[CH:22]=[CH:23][C:24]([OH:26])=[CH:25][C:19]=2[CH:18]=1)=[O:16])([CH3:4])([CH3:3])[CH3:2].C(=O)([O-])[O-].[K+].[K+].Cl.Cl[CH2:36][CH2:37][N:38]([CH3:40])[CH3:39]. Given the product [C:1]([O:5][C:6](=[O:27])[NH:7][C:8]1[CH:13]=[CH:12][CH:11]=[CH:10][C:9]=1[NH:14][C:15]([C:17]1[S:21][C:20]2[CH:22]=[CH:23][C:24]([O:26][CH2:36][CH2:37][N:38]([CH3:40])[CH3:39])=[CH:25][C:19]=2[CH:18]=1)=[O:16])([CH3:4])([CH3:2])[CH3:3], predict the reactants needed to synthesize it. (9) Given the product [CH3:7][C:8]1[CH:17]=[C:16]([CH2:18][O:19][C:20]2[CH:21]=[CH:22][C:23]([C:24]3[CH2:2][CH:1]([CH2:3][C:4]([OH:6])=[O:5])[O:26][N:25]=3)=[CH:27][CH:28]=2)[C:15]2[C:10](=[CH:11][CH:12]=[CH:13][CH:14]=2)[N:9]=1, predict the reactants needed to synthesize it. The reactants are: [CH:1]([CH2:3][C:4]([OH:6])=[O:5])=[CH2:2].[CH3:7][C:8]1[CH:17]=[C:16]([CH2:18][O:19][C:20]2[CH:28]=[CH:27][C:23]([CH:24]=[N:25][OH:26])=[CH:22][CH:21]=2)[C:15]2[C:10](=[CH:11][CH:12]=[CH:13][CH:14]=2)[N:9]=1. (10) Given the product [CH2:18]([O:17][C:14]1[CH:15]=[CH:16][C:11]([C:8]2[N:5]3[CH:6]=[CH:7][C:2]([NH:73][CH2:72][C:71]4[CH:74]=[CH:75][C:68]([CH2:66][CH3:67])=[CH:69][CH:70]=4)=[CH:3][C:4]3=[N:10][CH:9]=2)=[CH:12][CH:13]=1)[CH3:19], predict the reactants needed to synthesize it. The reactants are: Cl[C:2]1[CH:7]=[CH:6][N:5]2[C:8]([C:11]3[CH:16]=[CH:15][C:14]([O:17][CH2:18][CH3:19])=[CH:13][CH:12]=3)=[CH:9][N:10]=[C:4]2[CH:3]=1.C1C=CC(P(C2C(C3C(P(C4C=CC=CC=4)C4C=CC=CC=4)=CC=C4C=3C=CC=C4)=C3C(C=CC=C3)=CC=2)C2C=CC=CC=2)=CC=1.[CH2:66]([C:68]1[CH:75]=[CH:74][C:71]([CH2:72][NH2:73])=[CH:70][CH:69]=1)[CH3:67].CC(C)([O-])C.[Na+].